This data is from Peptide-MHC class I binding affinity with 185,985 pairs from IEDB/IMGT. The task is: Regression. Given a peptide amino acid sequence and an MHC pseudo amino acid sequence, predict their binding affinity value. This is MHC class I binding data. (1) The peptide sequence is FMVFLQTHI. The MHC is HLA-A29:02 with pseudo-sequence HLA-A29:02. The binding affinity (normalized) is 0.308. (2) The peptide sequence is HHANEYRQY. The MHC is HLA-A23:01 with pseudo-sequence HLA-A23:01. The binding affinity (normalized) is 0.